The task is: Predict the reactants needed to synthesize the given product.. This data is from Full USPTO retrosynthesis dataset with 1.9M reactions from patents (1976-2016). (1) Given the product [S:21]1[CH:22]=[CH:23][N:24]=[C:20]1[NH:19][C:15]([C:8]1[C:9]2[C:14](=[CH:13][CH:12]=[CH:11][CH:10]=2)[N:6]([CH2:5][C:4]([CH3:3])=[CH2:18])[N:7]=1)=[O:17], predict the reactants needed to synthesize it. The reactants are: [I-].[Na+].[CH3:3][C:4](=[CH2:18])[CH2:5][N:6]1[C:14]2[C:9](=[CH:10][CH:11]=[CH:12][CH:13]=2)[C:8]([C:15]([OH:17])=O)=[N:7]1.[NH2:19][C:20]1[S:21][CH:22]=[CH:23][N:24]=1. (2) Given the product [CH2:1]([O:3][C:4]([CH:6]1[CH2:11][N:10]2[C:12]([CH3:16])=[C:13]([CH3:15])[N:14]=[C:9]2[CH:8]([OH:17])[CH2:7]1)=[O:5])[CH3:2], predict the reactants needed to synthesize it. The reactants are: [CH2:1]([O:3][C:4]([CH:6]1[CH2:11][N:10]2[C:12]([CH3:16])=[C:13]([CH3:15])[N:14]=[C:9]2[C:8](=[O:17])[CH2:7]1)=[O:5])[CH3:2].C(OC1C2N(C(C)=C(C)N=2)C=C(C(OCC)=O)C=1)C1C=CC=CC=1. (3) Given the product [C:8]([C:6]1[N:7]=[C:2]([C:20]2[CH2:25][CH2:24][N:23]([C:26]([O:28][C:29]([CH3:32])([CH3:31])[CH3:30])=[O:27])[CH2:22][CH:21]=2)[C:3]([F:11])=[CH:4][CH:5]=1)(=[O:9])[NH2:10], predict the reactants needed to synthesize it. The reactants are: Br[C:2]1[N:7]=[C:6]([C:8]([NH2:10])=[O:9])[CH:5]=[CH:4][C:3]=1[F:11].CC1(C)C(C)(C)OB([C:20]2[CH2:25][CH2:24][N:23]([C:26]([O:28][C:29]([CH3:32])([CH3:31])[CH3:30])=[O:27])[CH2:22][CH:21]=2)O1.C(=O)([O-])[O-].[Cs+].[Cs+].O. (4) Given the product [Cl:3][C:4]1[CH:5]=[C:6]([C:14]2[O:18][N:17]=[C:16]([C:19]3[C:20]([O:33][CH3:34])=[C:21]([CH2:26][CH2:27][C:28]([OH:30])=[O:29])[CH:22]=[C:23]([F:25])[CH:24]=3)[N:15]=2)[CH:7]=[N:8][C:9]=1[O:10][CH:11]([CH3:13])[CH3:12], predict the reactants needed to synthesize it. The reactants are: [OH-].[Na+].[Cl:3][C:4]1[CH:5]=[C:6]([C:14]2[O:18][N:17]=[C:16]([C:19]3[C:20]([O:33][CH3:34])=[C:21]([CH2:26][CH2:27][C:28]([O:30]CC)=[O:29])[CH:22]=[C:23]([F:25])[CH:24]=3)[N:15]=2)[CH:7]=[N:8][C:9]=1[O:10][CH:11]([CH3:13])[CH3:12].Cl. (5) Given the product [C:11]([O:1][C:2]1[CH:9]=[CH:8][CH:7]=[CH:6][C:3]=1[CH2:4][OH:5])([CH3:13])([CH3:12])[CH3:10], predict the reactants needed to synthesize it. The reactants are: [OH:1][C:2]1[CH:9]=[CH:8][CH:7]=[CH:6][C:3]=1[CH2:4][OH:5].[CH3:10][C:11]([CH3:13])=[CH2:12].FC(F)(F)S(O)(=O)=O. (6) The reactants are: [Cl:1][C:2]1[CH:7]=[CH:6][C:5]([CH2:8][C:9]([C:11]2[CH:16]=[CH:15][CH:14]=[CH:13][CH:12]=2)=O)=[CH:4][CH:3]=1.[CH2:17]([O:19][C:20]1[CH:21]=[C:22]([CH:25]=[C:26]([N+:29]([O-:31])=[O:30])[C:27]=1[OH:28])[CH:23]=O)[CH3:18].[NH2:32][C:33]([NH2:35])=[O:34].Cl. Given the product [Cl:1][C:2]1[CH:7]=[CH:6][C:5]([C:8]2[CH:23]([C:22]3[CH:25]=[C:26]([N+:29]([O-:31])=[O:30])[C:27]([OH:28])=[C:20]([O:19][CH2:17][CH3:18])[CH:21]=3)[NH:32][C:33](=[O:34])[NH:35][C:9]=2[C:11]2[CH:16]=[CH:15][CH:14]=[CH:13][CH:12]=2)=[CH:4][CH:3]=1, predict the reactants needed to synthesize it. (7) Given the product [CH3:1][O:2][C:3]1[CH:4]=[CH:5][C:6]([CH2:11][C@@H:12]2[C@@H:17]([CH2:18][C:19]3[CH:20]=[CH:21][C:22]([OH:27])=[C:23]([O:25][CH3:26])[CH:24]=3)[C:15](=[O:16])[O:14][CH2:13]2)=[CH:7][C:8]=1[O:9][CH3:10].[C:28]([O-:41])(=[O:40])[CH2:29][CH2:30][CH2:31][CH2:32][CH2:33][CH2:34][CH2:35][CH2:36][CH2:37][CH2:38][CH3:39], predict the reactants needed to synthesize it. The reactants are: [CH3:1][O:2][C:3]1[CH:4]=[CH:5][C:6]([CH2:11][C@@H:12]2[C@@H:17]([CH2:18][C:19]3[CH:20]=[CH:21][C:22]([OH:27])=[C:23]([O:25][CH3:26])[CH:24]=3)[C:15](=[O:16])[O:14][CH2:13]2)=[CH:7][C:8]=1[O:9][CH3:10].[C:28]([OH:41])(=[O:40])[CH2:29][CH2:30][CH2:31][CH2:32][CH2:33][CH2:34][CH2:35][CH2:36][CH2:37][CH2:38][CH3:39].O. (8) Given the product [CH3:1][C:2]1([CH3:20])[O:6][CH:5]2[O:7][CH:8]([CH2:10][OH:11])[CH2:9][CH:4]2[O:3]1, predict the reactants needed to synthesize it. The reactants are: [CH3:1][C:2]1([CH3:20])[O:6][CH:5]2[O:7][CH:8]([CH2:10][O:11]C(=O)C3C=CC=CC=3)[CH2:9][CH:4]2[O:3]1.C[O-].[Na+].Cl. (9) Given the product [CH2:25]([O:24][C:20](=[O:23])[C:21]([CH:8]([OH:9])[C:7]1[C:2]([CH3:1])=[N:3][CH:4]=[CH:5][CH:6]=1)=[CH2:22])[CH3:26], predict the reactants needed to synthesize it. The reactants are: [CH3:1][C:2]1[C:7]([CH:8]=[O:9])=[CH:6][CH:5]=[CH:4][N:3]=1.C1N2CCN(CC2)C1.CO.[C:20]([O:24][CH2:25][CH3:26])(=[O:23])[CH:21]=[CH2:22].